Dataset: Peptide-MHC class I binding affinity with 185,985 pairs from IEDB/IMGT. Task: Regression. Given a peptide amino acid sequence and an MHC pseudo amino acid sequence, predict their binding affinity value. This is MHC class I binding data. (1) The peptide sequence is SYLIRALTL. The MHC is HLA-A01:01 with pseudo-sequence HLA-A01:01. The binding affinity (normalized) is 0.0847. (2) The peptide sequence is LLQAIGAAA. The MHC is HLA-A01:01 with pseudo-sequence HLA-A01:01. The binding affinity (normalized) is 0.213.